This data is from Full USPTO retrosynthesis dataset with 1.9M reactions from patents (1976-2016). The task is: Predict the reactants needed to synthesize the given product. (1) Given the product [CH3:16][C:15]([CH3:18])([CH3:17])[CH2:14][NH:19][C:2]1[CH:9]=[CH:8][C:5]([C:6]#[N:7])=[C:4]([C:10]([F:13])([F:12])[F:11])[CH:3]=1, predict the reactants needed to synthesize it. The reactants are: F[C:2]1[CH:9]=[CH:8][C:5]([C:6]#[N:7])=[C:4]([C:10]([F:13])([F:12])[F:11])[CH:3]=1.[CH2:14]([NH2:19])[C:15]([CH3:18])([CH3:17])[CH3:16]. (2) Given the product [ClH:25].[F:23][C:20]1[CH:19]=[CH:18][C:17]([N:15]([CH3:16])[C:14]([C@H:10]2[CH2:11][CH2:12][CH2:13][NH:8][CH2:9]2)=[O:24])=[CH:22][CH:21]=1, predict the reactants needed to synthesize it. The reactants are: C(OC([N:8]1[CH2:13][CH2:12][CH2:11][C@H:10]([C:14](=[O:24])[N:15]([C:17]2[CH:22]=[CH:21][C:20]([F:23])=[CH:19][CH:18]=2)[CH3:16])[CH2:9]1)=O)(C)(C)C.[ClH:25].